This data is from Reaction yield outcomes from USPTO patents with 853,638 reactions. The task is: Predict the reaction yield, written as a fraction of the theoretical maximum amount of product (1.0 means a 100% yield; for example, 0.34 means a 34% yield). (1) The reactants are [CH3:1][O:2][C:3]1[CH:8]=[CH:7][C:6]([C@@H:9]([NH:11][C@@H:12]2[C:21]3[N:20]=[CH:19][CH:18]=[CH:17][C:16]=3[CH2:15][CH2:14][CH2:13]2)[CH3:10])=[CH:5][CH:4]=1.[CH3:22][N:23]1[CH2:28][CH2:27][N:26]([C:29]2[C:37]3[N:36]=[C:35]([CH:38]=O)[NH:34][C:33]=3[CH:32]=[CH:31][CH:30]=2)[CH2:25][CH2:24]1.C(O)(=O)C.C(O[BH-](OC(=O)C)OC(=O)C)(=O)C.[Na+]. No catalyst specified. The product is [CH3:1][O:2][C:3]1[CH:4]=[CH:5][C:6]([C@@H:9]([N:11]([CH2:38][C:35]2[NH:34][C:33]3[CH:32]=[CH:31][CH:30]=[C:29]([N:26]4[CH2:25][CH2:24][N:23]([CH3:22])[CH2:28][CH2:27]4)[C:37]=3[N:36]=2)[C@@H:12]2[C:21]3[N:20]=[CH:19][CH:18]=[CH:17][C:16]=3[CH2:15][CH2:14][CH2:13]2)[CH3:10])=[CH:7][CH:8]=1. The yield is 0.540. (2) The reactants are [CH3:1][C:2]1[CH:3]=[C:4]([C:8]([OH:10])=O)[O:5][C:6]=1[CH3:7].[CH3:11][O:12][C:13](=[O:20])[C@@H:14]([CH2:16][CH:17]([CH3:19])[CH3:18])[NH2:15]. No catalyst specified. The product is [CH3:7][C:6]1[O:5][C:4]([C:8]([NH:15][C@H:14]([CH2:16][CH:17]([CH3:19])[CH3:18])[C:13]([O:12][CH3:11])=[O:20])=[O:10])=[CH:3][C:2]=1[CH3:1]. The yield is 0.270.